Dataset: Peptide-MHC class I binding affinity with 185,985 pairs from IEDB/IMGT. Task: Regression. Given a peptide amino acid sequence and an MHC pseudo amino acid sequence, predict their binding affinity value. This is MHC class I binding data. (1) The peptide sequence is NLETYTRPEI. The MHC is HLA-A02:03 with pseudo-sequence HLA-A02:03. The binding affinity (normalized) is 0.324. (2) The peptide sequence is AEAAVKPLLA. The MHC is HLA-B45:01 with pseudo-sequence HLA-B45:01. The binding affinity (normalized) is 0.782.